This data is from Full USPTO retrosynthesis dataset with 1.9M reactions from patents (1976-2016). The task is: Predict the reactants needed to synthesize the given product. The reactants are: [F:1][C:2]([F:32])([F:31])[C:3]1([CH2:7][N:8]2[CH2:13][CH2:12][CH:11]([CH2:14][NH:15][C:16]3[CH:21]=[CH:20][C:19]([C:22]4[CH:27]=[CH:26][C:25]([C:28]([OH:30])=O)=[CH:24][CH:23]=4)=[CH:18][CH:17]=3)[CH2:10][CH2:9]2)[CH2:6][CH2:5][CH2:4]1.CCN=C=NCCCN(C)C.C1C=CC2N(O)N=NC=2C=1.CCN(C(C)C)C(C)C.[NH:63]1[CH2:67][CH2:66][C@H:65]([OH:68])[CH2:64]1. Given the product [OH:68][C@H:65]1[CH2:66][CH2:67][N:63]([C:28]([C:25]2[CH:26]=[CH:27][C:22]([C:19]3[CH:18]=[CH:17][C:16]([NH:15][CH2:14][CH:11]4[CH2:10][CH2:9][N:8]([CH2:7][C:3]5([C:2]([F:1])([F:31])[F:32])[CH2:4][CH2:5][CH2:6]5)[CH2:13][CH2:12]4)=[CH:21][CH:20]=3)=[CH:23][CH:24]=2)=[O:30])[CH2:64]1, predict the reactants needed to synthesize it.